This data is from Full USPTO retrosynthesis dataset with 1.9M reactions from patents (1976-2016). The task is: Predict the reactants needed to synthesize the given product. Given the product [CH:9]([C:10]([CH2:11][CH2:12][CH3:13])=[O:14])=[CH:1][C:2]1[CH:7]=[CH:6][CH:5]=[CH:4][CH:3]=1, predict the reactants needed to synthesize it. The reactants are: [CH:1](=O)[C:2]1[CH:7]=[CH:6][CH:5]=[CH:4][CH:3]=1.[CH3:9][C:10](=[O:14])[CH2:11][CH2:12][CH3:13].[OH-].[Na+].